Dataset: Forward reaction prediction with 1.9M reactions from USPTO patents (1976-2016). Task: Predict the product of the given reaction. Given the reactants [Br:1][C:2]1[CH:3]=[CH:4][C:5](I)=[N:6][CH:7]=1.[CH3:9][C:10]1(C)[C:14](C)(C)OB(/C=C/C)O1.C([O-])(O)=O.[Na+].[NH4+].[Cl-], predict the reaction product. The product is: [Br:1][C:2]1[CH:3]=[CH:4][C:5](/[CH:9]=[CH:10]/[CH3:14])=[N:6][CH:7]=1.